Dataset: Full USPTO retrosynthesis dataset with 1.9M reactions from patents (1976-2016). Task: Predict the reactants needed to synthesize the given product. (1) Given the product [F:1][C:2]1[CH:3]=[C:4]([CH2:9][C:10]([O:12][CH3:17])=[O:11])[CH:5]=[CH:6][C:7]=1[OH:8], predict the reactants needed to synthesize it. The reactants are: [F:1][C:2]1[CH:3]=[C:4]([CH2:9][C:10]([OH:12])=[O:11])[CH:5]=[CH:6][C:7]=1[OH:8].S(Cl)(Cl)=O.[CH3:17]O. (2) Given the product [Cl:23][C:24]1[CH:29]=[C:28]([Cl:30])[CH:27]=[CH:26][C:25]=1[C:2]1[CH:3]=[CH:4][CH:5]=[C:6]2[C:11]=1[N:10]=[C:9]([CH3:12])[CH:8]=[C:7]2[N:13]1[CH2:22][CH2:21][C:16]2([O:17][CH2:18][CH2:19][O:20]2)[CH2:15][CH2:14]1, predict the reactants needed to synthesize it. The reactants are: Br[C:2]1[CH:3]=[CH:4][CH:5]=[C:6]2[C:11]=1[N:10]=[C:9]([CH3:12])[CH:8]=[C:7]2[N:13]1[CH2:22][CH2:21][C:16]2([O:20][CH2:19][CH2:18][O:17]2)[CH2:15][CH2:14]1.[Cl:23][C:24]1[CH:29]=[C:28]([Cl:30])[CH:27]=[CH:26][C:25]=1OB(O)O.C(=O)([O-])[O-].O. (3) Given the product [CH:26]([N:8]([CH2:7][C@@H:3]1[CH2:4][NH:5][CH2:6][C@H:2]1[O:1][C:30](=[O:31])[NH:29][CH2:32][C:33]1[CH:38]=[CH:37][CH:36]=[CH:35][CH:34]=1)[C:9]([C:11]1[CH:19]=[C:18]2[C:14]([C:15]([CH3:25])=[CH:16][N:17]2[CH2:20][CH2:21][CH2:22][O:23][CH3:24])=[CH:13][CH:12]=1)=[O:10])([CH3:28])[CH3:27].[OH:1][C@@H:2]1[CH2:6][NH:5][CH2:4][C@H:3]1[CH2:7][N:8]([CH:26]([CH3:28])[CH3:27])[C:9]([C:11]1[CH:19]=[C:18]2[C:14]([C:15]([CH3:25])=[CH:16][N:17]2[CH2:20][CH2:21][CH2:22][O:23][CH3:24])=[CH:13][CH:12]=1)=[O:10], predict the reactants needed to synthesize it. The reactants are: [OH:1][C@@H:2]1[CH2:6][NH:5][CH2:4][C@H:3]1[CH2:7][N:8]([CH:26]([CH3:28])[CH3:27])[C:9]([C:11]1[CH:19]=[C:18]2[C:14]([C:15]([CH3:25])=[CH:16][N:17]2[CH2:20][CH2:21][CH2:22][O:23][CH3:24])=[CH:13][CH:12]=1)=[O:10].[N:29]([CH2:32][C:33]1[CH:38]=[CH:37][CH:36]=[CH:35][CH:34]=1)=[C:30]=[O:31]. (4) Given the product [CH3:1][N:18]1[C:19](=[O:21])[CH:20]=[C:15]([N:9]2[CH2:10][CH2:11][O:12][CH2:13][CH2:14]2)[N:16]=[C:17]1[CH2:22][C:23]([O:25][CH2:26][CH3:27])=[O:24], predict the reactants needed to synthesize it. The reactants are: [C:1](=O)([O-])[O-].[K+].[K+].CI.[N:9]1([C:15]2[N:16]=[C:17]([CH2:22][C:23]([O:25][CH2:26][CH3:27])=[O:24])[NH:18][C:19](=[O:21])[CH:20]=2)[CH2:14][CH2:13][O:12][CH2:11][CH2:10]1. (5) Given the product [C:13]([C:7]1[C:6]2[C:10](=[CH:11][CH:12]=[C:4]([CH2:3][CH2:2][NH:1][C:24]([O:38][CH2:16][CH:15]=[CH2:17])=[O:25])[CH:5]=2)[NH:9][CH:8]=1)#[N:14], predict the reactants needed to synthesize it. The reactants are: [NH2:1][CH2:2][CH2:3][C:4]1[CH:5]=[C:6]2[C:10](=[CH:11][CH:12]=1)[NH:9][CH:8]=[C:7]2[C:13]#[N:14].[CH:15](N(CC)C(C)C)([CH3:17])[CH3:16].[C:24](=O)([O-:38])[O:25]N1C2C=CC=C(CC=C)C=2N=N1. (6) Given the product [NH2:37][CH2:38][C:39]1[C:52]([NH:53][CH2:54][CH2:55][CH2:56][C:57]2[CH:62]=[CH:61][CH:60]=[CH:59][CH:58]=2)=[N:51][C:42]2[N:43]([CH3:50])[C:44](=[O:49])[N:45]([CH3:48])[C:46](=[O:47])[C:41]=2[C:40]=1[C:65]1[CH:70]=[C:69]([F:71])[CH:68]=[CH:67][C:66]=1[O:72][CH3:73], predict the reactants needed to synthesize it. The reactants are: NC1C(C#N)=C(C2C=C(F)C=CC=2OC)C2C(=O)N(C)C(=O)N(C)C=2N=1.BrCCCC1C=CC=CC=1.[NH2:37][CH2:38][C:39]1[C:52]([NH:53][CH2:54][C:55]2C=C[C:62]3[C:57](=[CH:58][CH:59]=[CH:60][CH:61]=3)[CH:56]=2)=[N:51][C:42]2[N:43]([CH3:50])[C:44](=[O:49])[N:45]([CH3:48])[C:46](=[O:47])[C:41]=2[C:40]=1[C:65]1[CH:70]=[C:69]([F:71])[CH:68]=[CH:67][C:66]=1[O:72][CH3:73].